Dataset: Catalyst prediction with 721,799 reactions and 888 catalyst types from USPTO. Task: Predict which catalyst facilitates the given reaction. (1) Reactant: [CH3:1][CH:2]([CH3:30])[C@@H:3]([NH:8][S:9]([C:12]1[CH:29]=[CH:28][C:15]2[S:16][C:17]3[CH:22]=[C:21]([C:23]4[S:24][CH:25]=[CH:26][N:27]=4)[CH:20]=[CH:19][C:18]=3[C:14]=2[CH:13]=1)(=[O:11])=[O:10])[C:4]([O:6]C)=[O:5].[Li+].[OH-].O. Product: [CH3:1][CH:2]([CH3:30])[C@@H:3]([NH:8][S:9]([C:12]1[CH:29]=[CH:28][C:15]2[S:16][C:17]3[CH:22]=[C:21]([C:23]4[S:24][CH:25]=[CH:26][N:27]=4)[CH:20]=[CH:19][C:18]=3[C:14]=2[CH:13]=1)(=[O:11])=[O:10])[C:4]([OH:6])=[O:5]. The catalyst class is: 87. (2) The catalyst class is: 5. Reactant: [OH-].[K+].[Cl:3][C:4]1[CH:5]=[CH:6][C:7]2[N:8]([N:10]=[C:11]([C:24]3[CH:29]=[CH:28][CH:27]=[CH:26][CH:25]=3)[C:12]=2[CH2:13][C:14]2[N:19]=[C:18]([C:20]([O:22]C)=[O:21])[CH:17]=[CH:16][CH:15]=2)[CH:9]=1.Cl. Product: [Cl:3][C:4]1[CH:5]=[CH:6][C:7]2[N:8]([N:10]=[C:11]([C:24]3[CH:25]=[CH:26][CH:27]=[CH:28][CH:29]=3)[C:12]=2[CH2:13][C:14]2[N:19]=[C:18]([C:20]([OH:22])=[O:21])[CH:17]=[CH:16][CH:15]=2)[CH:9]=1.